Dataset: Full USPTO retrosynthesis dataset with 1.9M reactions from patents (1976-2016). Task: Predict the reactants needed to synthesize the given product. (1) Given the product [CH3:1][O:2][C:3](=[O:14])[C:4]1[CH:9]=[C:8]([O:10][CH3:11])[C:7]([O:12][CH2:24][O:25][CH3:26])=[C:6]([I:13])[CH:5]=1, predict the reactants needed to synthesize it. The reactants are: [CH3:1][O:2][C:3](=[O:14])[C:4]1[CH:9]=[C:8]([O:10][CH3:11])[C:7]([OH:12])=[C:6]([I:13])[CH:5]=1.C(N(C(C)C)CC)(C)C.[CH3:24][O:25][CH2:26]Cl. (2) Given the product [Cl:32][C:33]1[CH:41]=[CH:40][C:39]2[N:38](/[CH:2]=[C:3](\[C:4]3[CH:9]=[CH:8][CH:7]=[CH:6][CH:5]=3)/[C:10]3[CH:15]=[CH:14][N:13]=[CH:12][CH:11]=3)[C:37]3[CH2:42][CH2:43][N:44]([CH3:46])[CH2:45][C:36]=3[C:35]=2[CH:34]=1, predict the reactants needed to synthesize it. The reactants are: Br[CH:2]=[C:3]([C:10]1[CH:15]=[CH:14][N:13]=[CH:12][CH:11]=1)[C:4]1[CH:9]=[CH:8][CH:7]=[CH:6][CH:5]=1.P([O-])([O-])([O-])=O.[K+].[K+].[K+].N1CCC[C@H]1C(O)=O.[Cl:32][C:33]1[CH:41]=[CH:40][C:39]2[NH:38][C:37]3[CH2:42][CH2:43][N:44]([CH3:46])[CH2:45][C:36]=3[C:35]=2[CH:34]=1. (3) Given the product [CH2:11]([CH:13]1[N:22]([S:23]([C:26]2[CH:31]=[CH:30][C:29]([O:32][CH3:33])=[C:28]([CH3:34])[CH:27]=2)(=[O:25])=[O:24])[C:21]2[C:16](=[CH:17][CH:18]=[C:19]([F:35])[CH:20]=2)[N:15]2[C:36]([CH:4]=[O:5])=[CH:37][CH:38]=[C:14]12)[CH3:12], predict the reactants needed to synthesize it. The reactants are: CN([CH:4]=[O:5])C.P(Cl)(Cl)(Cl)=O.[CH2:11]([CH:13]1[N:22]([S:23]([C:26]2[CH:31]=[CH:30][C:29]([O:32][CH3:33])=[C:28]([CH3:34])[CH:27]=2)(=[O:25])=[O:24])[C:21]2[C:16](=[CH:17][CH:18]=[C:19]([F:35])[CH:20]=2)[N:15]2[CH:36]=[CH:37][CH:38]=[C:14]12)[CH3:12].O. (4) Given the product [NH2:1][C:2]1[N:3]=[C:4]([C:18]2[O:19][CH:20]=[CH:21][CH:22]=2)[C:5]([C:16]#[N:17])=[C:6]([C:23]([CH3:25])=[CH2:24])[N:7]=1, predict the reactants needed to synthesize it. The reactants are: [NH2:1][C:2]1[N:7]=[C:6](OS(C(F)(F)F)(=O)=O)[C:5]([C:16]#[N:17])=[C:4]([C:18]2[O:19][CH:20]=[CH:21][CH:22]=2)[N:3]=1.[C:23](B(O)O)([CH3:25])=[CH2:24].C(=O)([O-])[O-].[Na+].[Na+]. (5) Given the product [Cl:1][C:2]1[CH:7]=[CH:6][CH:5]=[CH:4][C:3]=1[C:8]1[N:9]([C:24]2[CH:25]=[CH:26][C:27]([Cl:30])=[CH:28][CH:29]=2)[C:10]2[C:15]([N:16]=1)=[C:14]([NH:17][C@@H:18]1[CH2:23][CH2:22][CH2:21][N:20]([C:31](=[O:33])[CH3:32])[CH2:19]1)[N:13]=[CH:12][N:11]=2, predict the reactants needed to synthesize it. The reactants are: [Cl:1][C:2]1[CH:7]=[CH:6][CH:5]=[CH:4][C:3]=1[C:8]1[N:9]([C:24]2[CH:29]=[CH:28][C:27]([Cl:30])=[CH:26][CH:25]=2)[C:10]2[C:15]([N:16]=1)=[C:14]([NH:17][C@@H:18]1[CH2:23][CH2:22][CH2:21][NH:20][CH2:19]1)[N:13]=[CH:12][N:11]=2.[C:31](OC(=O)C)(=[O:33])[CH3:32]. (6) Given the product [C:9]([C:10]1[CH:5]=[C:4]([C:2]2[CH:3]=[C:4]([C:20]([O:22][CH3:23])=[O:21])[C:5]3[CH2:6][CH2:7][N:8]([CH:13]([CH2:17][CH2:18][CH3:19])[CH2:14][CH2:15][CH3:16])[C:9](=[O:12])[C:10]=3[CH:11]=2)[CH:3]=[CH:2][CH:11]=1)#[N:8], predict the reactants needed to synthesize it. The reactants are: Br[C:2]1[CH:3]=[C:4]([C:20]([O:22][CH3:23])=[O:21])[C:5]2[CH2:6][CH2:7][N:8]([CH:13]([CH2:17][CH2:18][CH3:19])[CH2:14][CH2:15][CH3:16])[C:9](=[O:12])[C:10]=2[CH:11]=1.C(=O)(O)[O-].[Na+].